The task is: Predict the product of the given reaction.. This data is from Forward reaction prediction with 1.9M reactions from USPTO patents (1976-2016). The product is: [Br:1][C:2]1[C:11]2[O:10][CH:9]([C:12]([F:14])([F:13])[F:15])[C:8]([C:16]([OH:18])=[O:17])=[CH:7][C:6]=2[CH:5]=[C:4]([Cl:21])[CH:3]=1. Given the reactants [Br:1][C:2]1[C:11]2[O:10][CH:9]([C:12]([F:15])([F:14])[F:13])[C:8]([C:16]([O:18]CC)=[O:17])=[CH:7][C:6]=2[CH:5]=[C:4]([Cl:21])[CH:3]=1.C(O)C.[OH-].[Na+].Cl, predict the reaction product.